Dataset: Forward reaction prediction with 1.9M reactions from USPTO patents (1976-2016). Task: Predict the product of the given reaction. Given the reactants [C:1]([C:4]1[CH:23]=[CH:22][C:7]([O:8][CH2:9][CH2:10][CH2:11][CH2:12][O:13][C:14]2[CH:21]=[CH:20][C:17]([C:18]#[N:19])=[CH:16][CH:15]=2)=[C:6]([CH3:24])[C:5]=1[OH:25])(=[O:3])[CH3:2].C[Si]([N:30]=[N+:31]=[N-:32])(C)C.C([Sn](=O)CCCC)CCC, predict the reaction product. The product is: [OH:25][C:5]1[C:6]([CH3:24])=[C:7]([O:8][CH2:9][CH2:10][CH2:11][CH2:12][O:13][C:14]2[CH:15]=[CH:16][C:17]([C:18]3[N:30]=[N:31][NH:32][N:19]=3)=[CH:20][CH:21]=2)[CH:22]=[CH:23][C:4]=1[C:1](=[O:3])[CH3:2].